The task is: Predict the reactants needed to synthesize the given product.. This data is from Full USPTO retrosynthesis dataset with 1.9M reactions from patents (1976-2016). (1) Given the product [C:39]1([CH:26]([C:20]2[CH:25]=[CH:24][CH:23]=[CH:22][CH:21]=2)[N:27]2[C:35]3[C:30](=[CH:31][CH:32]=[C:33]([F:36])[CH:34]=3)[C:29]([OH:37])([C:8]3[C:7]([OH:10])=[CH:6][C:5]4[O:1][CH2:2][CH2:3][C:4]=4[CH:9]=3)[C:28]2=[O:38])[CH:40]=[CH:41][CH:42]=[CH:43][CH:44]=1, predict the reactants needed to synthesize it. The reactants are: [O:1]1[C:5]2[CH:6]=[C:7]([OH:10])[CH:8]=[CH:9][C:4]=2[CH2:3][CH2:2]1.CC1C=C(O)C=CC=1C.[C:20]1([CH:26]([C:39]2[CH:44]=[CH:43][CH:42]=[CH:41][CH:40]=2)[N:27]2[C:35]3[C:30](=[CH:31][CH:32]=[C:33]([F:36])[CH:34]=3)[C:29](=[O:37])[C:28]2=[O:38])[CH:25]=[CH:24][CH:23]=[CH:22][CH:21]=1.C1(C(C2C=CC=CC=2)N2C3C(=CC=CC=3)C(=O)C2=O)C=CC=CC=1. (2) Given the product [C:1]([O:5][C:6]([NH:8][C@:9]1([C:14]([OH:16])=[O:15])[CH2:11][C@@H:10]1[CH:12]=[CH2:13])=[O:7])([CH3:4])([CH3:2])[CH3:3], predict the reactants needed to synthesize it. The reactants are: [C:1]([O:5][C:6]([NH:8][C@:9]1([C:14]([O:16]CC)=[O:15])[CH2:11][C@H:10]1[CH:12]=[CH2:13])=[O:7])([CH3:4])([CH3:3])[CH3:2].O.[OH-].[Li+].[OH-].[Li+].Cl. (3) The reactants are: [F:1][C:2]1[CH:7]=[CH:6][C:5]([CH2:8][C:9]([CH3:21])([CH3:20])[CH2:10][NH:11][CH2:12][CH:13]2[CH2:18][CH2:17][CH2:16][CH2:15][CH:14]2[NH2:19])=[CH:4][CH:3]=1.C1([O:28][C:29](=O)[NH:30][C:31]2[CH:36]=[CH:35][CH:34]=[C:33]([C:37]3[N:41]([CH3:42])[N:40]=[N:39][N:38]=3)[CH:32]=2)C=CC=CC=1. Given the product [F:1][C:2]1[CH:3]=[CH:4][C:5]([CH2:8][C:9]([CH3:21])([CH3:20])[CH2:10][NH:11][CH2:12][C@@H:13]2[CH2:18][CH2:17][CH2:16][CH2:15][C@H:14]2[NH:19][C:29]([NH:30][C:31]2[CH:36]=[CH:35][CH:34]=[C:33]([C:37]3[N:41]([CH3:42])[N:40]=[N:39][N:38]=3)[CH:32]=2)=[O:28])=[CH:6][CH:7]=1, predict the reactants needed to synthesize it. (4) Given the product [NH2:16][CH2:15][CH2:14][CH:13]([OH:27])[CH2:12][N:9]1[CH2:8][CH2:7][CH:6]([O:5][C:4]2[CH:28]=[CH:29][C:30]([Cl:31])=[C:2]([Cl:1])[CH:3]=2)[CH2:11][CH2:10]1, predict the reactants needed to synthesize it. The reactants are: [Cl:1][C:2]1[CH:3]=[C:4]([CH:28]=[CH:29][C:30]=1[Cl:31])[O:5][CH:6]1[CH2:11][CH2:10][N:9]([CH2:12][CH:13]([OH:27])[CH2:14][CH2:15][N:16]2C(=O)C3C(=CC=CC=3)C2=O)[CH2:8][CH2:7]1.